From a dataset of Full USPTO retrosynthesis dataset with 1.9M reactions from patents (1976-2016). Predict the reactants needed to synthesize the given product. (1) Given the product [C:1]([C:4]1[C:8]([CH2:9][OH:10])=[C:7]([C:12]2[CH:13]=[CH:14][N:15]=[CH:16][CH:17]=2)[NH:6][C:5]=1[C:18]1[CH:23]=[CH:22][N:21]=[CH:20][CH:19]=1)(=[O:3])[CH3:2], predict the reactants needed to synthesize it. The reactants are: [C:1]([C:4]1[C:8]([CH2:9][O:10]C)=[C:7]([C:12]2[CH:17]=[CH:16][N:15]=[CH:14][CH:13]=2)[NH:6][C:5]=1[C:18]1[CH:23]=[CH:22][N:21]=[CH:20][CH:19]=1)(=[O:3])[CH3:2].C(=O)(O)[O-].[Na+]. (2) Given the product [NH2:4][CH2:3][C:2]1[O:58][N:57]=[C:55]([C:54]2[CH:59]=[CH:60][C:51]([N:48]3[CH2:49][CH2:50][CH:46]([N:45]([CH3:61])[CH3:44])[CH2:47]3)=[CH:52][CH:53]=2)[N:56]=1, predict the reactants needed to synthesize it. The reactants are: C1C[N:4]([P+](ON2N=NC3C=CC=CC2=3)(N2CCCC2)N2CCCC2)[CH2:3][CH2:2]1.F[P-](F)(F)(F)(F)F.C1C=NC2N(O)N=NC=2C=1.[CH3:44][N:45]([CH3:61])[CH:46]1[CH2:50][CH2:49][N:48]([C:51]2[CH:60]=[CH:59][C:54]([C:55]([NH:57][OH:58])=[NH:56])=[CH:53][CH:52]=2)[CH2:47]1.C(OC(NCC(O)=O)=O)(C)(C)C. (3) Given the product [Cl:3][C:4]1[C:9]([Cl:10])=[CH:8][CH:7]=[CH:6][C:5]=1[CH2:11][N:12]1[C:16]2[CH:17]=[C:18]([N:23]3[CH2:24][CH2:25][O:26][CH2:27][CH2:28]3)[CH:19]=[C:20]([C:21]([NH2:22])=[O:1])[C:15]=2[N:14]=[C:13]1[CH3:29], predict the reactants needed to synthesize it. The reactants are: [OH-:1].[K+].[Cl:3][C:4]1[C:9]([Cl:10])=[CH:8][CH:7]=[CH:6][C:5]=1[CH2:11][N:12]1[C:16]2[CH:17]=[C:18]([N:23]3[CH2:28][CH2:27][O:26][CH2:25][CH2:24]3)[CH:19]=[C:20]([C:21]#[N:22])[C:15]=2[N:14]=[C:13]1[CH3:29].OO. (4) Given the product [NH2:25][C:21]1[N:20]=[C:19]([C:9]2[N:4]3[CH:5]=[C:6]([CH3:8])[CH:7]=[C:2]([NH:34][CH2:33][CH2:32][C:28]4[CH:27]=[N:26][CH:31]=[CH:30][CH:29]=4)[C:3]3=[N:11][C:10]=2[C:12]2[CH:17]=[CH:16][CH:15]=[C:14]([CH3:18])[N:13]=2)[CH:24]=[CH:23][N:22]=1, predict the reactants needed to synthesize it. The reactants are: Br[C:2]1[C:3]2[N:4]([C:9]([C:19]3[CH:24]=[CH:23][N:22]=[C:21]([NH2:25])[N:20]=3)=[C:10]([C:12]3[CH:17]=[CH:16][CH:15]=[C:14]([CH3:18])[N:13]=3)[N:11]=2)[CH:5]=[C:6]([CH3:8])[CH:7]=1.[N:26]1[CH:31]=[CH:30][CH:29]=[C:28]([CH2:32][CH2:33][NH2:34])[CH:27]=1.CC([O-])(C)C.[Na+].C1(P(C2CCCCC2)C2C=CC=CC=2C2C=CC=CC=2N(C)C)CCCCC1. (5) Given the product [NH2:40][C:2]1[N:7]=[C:6]([C:8]2[CH:13]=[C:12]([Cl:14])[CH:11]=[CH:10][C:9]=2[CH3:15])[N:5]=[C:4]([NH:16][C:17]2[CH:22]=[CH:21][C:20]([CH2:23][O:24][C:34](=[O:36])[CH2:33][NH:32][C:30]([O:29][C:25]([CH3:28])([CH3:27])[CH3:26])=[O:31])=[CH:19][CH:18]=2)[N:3]=1, predict the reactants needed to synthesize it. The reactants are: Cl[C:2]1[N:7]=[C:6]([C:8]2[CH:13]=[C:12]([Cl:14])[CH:11]=[CH:10][C:9]=2[CH3:15])[N:5]=[C:4]([NH:16][C:17]2[CH:22]=[CH:21][C:20]([CH2:23][OH:24])=[CH:19][CH:18]=2)[N:3]=1.[C:25]([O:29][C:30]([NH:32][CH2:33][C:34]([OH:36])=O)=[O:31])([CH3:28])([CH3:27])[CH3:26].CC([N:40]=C=NC(C)C)C. (6) Given the product [Cl:1][C:2]1[CH:10]=[C:9]2[C:5]([C:6]([C:11]([C:13]3[C:14]([NH:37][CH2:36][C:35]4[CH:38]=[CH:39][C:32]([F:31])=[CH:33][CH:34]=4)=[N:15][CH:16]=[CH:17][CH:18]=3)=[O:12])=[CH:7][NH:8]2)=[CH:4][CH:3]=1, predict the reactants needed to synthesize it. The reactants are: [Cl:1][C:2]1[CH:10]=[C:9]2[C:5]([C:6]([C:11]([C:13]3[C:14](NC4CCCC4)=[N:15][CH:16]=[CH:17][CH:18]=3)=[O:12])=[CH:7][NH:8]2)=[CH:4][CH:3]=1.C1(N)CCCC1.[F:31][C:32]1[CH:39]=[CH:38][C:35]([CH2:36][NH2:37])=[CH:34][CH:33]=1.